Dataset: Forward reaction prediction with 1.9M reactions from USPTO patents (1976-2016). Task: Predict the product of the given reaction. (1) Given the reactants [F:1][C:2]1[CH:3]=[C:4]2[C:9](=[CH:10][C:11]=1[F:12])[N:8]=[C:7]([CH3:13])[CH:6]=[CH:5]2.C([N-]C(C)C)(C)C.[Li+].[CH2:22]([O:29][C:30]1[CH:35]=[CH:34][C:33]([CH2:36]Cl)=[CH:32][CH:31]=1)[C:23]1[CH:28]=[CH:27][CH:26]=[CH:25][CH:24]=1, predict the reaction product. The product is: [CH2:22]([O:29][C:30]1[CH:31]=[CH:32][C:33]([CH2:36][CH2:13][C:7]2[CH:6]=[CH:5][C:4]3[C:9](=[CH:10][C:11]([F:12])=[C:2]([F:1])[CH:3]=3)[N:8]=2)=[CH:34][CH:35]=1)[C:23]1[CH:24]=[CH:25][CH:26]=[CH:27][CH:28]=1. (2) Given the reactants [C:1]([O:5][C:6](=[O:17])[NH:7][CH:8]([CH2:15][CH3:16])[CH:9]([OH:14])[CH2:10][N+:11]([O-:13])=[O:12])([CH3:4])([CH3:3])[CH3:2].C(N(CC)CC)C.[CH3:25][Si:26](Cl)([CH3:28])[CH3:27], predict the reaction product. The product is: [C:1]([O:5][C:6](=[O:17])[NH:7][CH:8]([CH2:15][CH3:16])[CH:9]([O:14][Si:26]([CH3:28])([CH3:27])[CH3:25])[CH2:10][N+:11]([O-:13])=[O:12])([CH3:4])([CH3:3])[CH3:2]. (3) Given the reactants [NH2:1][C:2]1[C:10]2[CH2:9][CH2:8][N:7]([C:11]3[CH:16]=[CH:15][CH:14]=[CH:13][CH:12]=3)[C:6](=[O:17])[C:5]=2[NH:4][N:3]=1.[C:18](=[O:21])([O-])[O-].[K+].[K+].ClC[CH2:26][C:27]([N:29]1[CH2:34][CH2:33][N:32]([CH2:35][C:36]2[C:41]([CH3:42])=[CH:40][C:39]([CH3:43])=[CH:38][C:37]=2[CH3:44])[CH2:31][CH2:30]1)=O, predict the reaction product. The product is: [NH2:1][C:2]1[C:10]2[CH2:9][CH2:8][N:7]([C:11]3[CH:16]=[CH:15][CH:14]=[CH:13][CH:12]=3)[C:6](=[O:17])[C:5]=2[N:4]([C:18](=[O:21])[CH2:26][CH2:27][N:29]2[CH2:34][CH2:33][N:32]([CH2:35][C:36]3[C:41]([CH3:42])=[CH:40][C:39]([CH3:43])=[CH:38][C:37]=3[CH3:44])[CH2:31][CH2:30]2)[N:3]=1. (4) Given the reactants [N+:1]([C:4]1[CH:5]=[CH:6][C:7]2[N:12]([CH2:13][CH2:14][N:15]3[CH2:19][CH2:18][CH2:17][CH2:16]3)[CH2:11][CH2:10][S:9][C:8]=2[CH:20]=1)([O-])=O.O.NN, predict the reaction product. The product is: [N:15]1([CH2:14][CH2:13][N:12]2[CH2:11][CH2:10][S:9][C:8]3[CH:20]=[C:4]([NH2:1])[CH:5]=[CH:6][C:7]2=3)[CH2:19][CH2:18][CH2:17][CH2:16]1. (5) Given the reactants [C:1]1([CH3:12])[CH:6]=[CH:5][C:4]([S:7][CH2:8][C:9](=O)[CH3:10])=[CH:3][CH:2]=1, predict the reaction product. The product is: [CH3:10][C:9]1[C:3]2[CH:2]=[C:1]([CH3:12])[CH:6]=[CH:5][C:4]=2[S:7][CH:8]=1. (6) Given the reactants Cl.[O:2]1[C:6]2[CH:7]=[CH:8][CH:9]=[C:10]([CH:11]3[CH2:16][CH2:15][N:14]([CH2:17][CH2:18][C@H:19]4[CH2:24][CH2:23][C@H:22]([NH2:25])[CH2:21][CH2:20]4)[CH2:13][CH2:12]3)[C:5]=2[O:4][CH2:3]1.[C:26]([CH2:28][C:29](O)=[O:30])#[N:27], predict the reaction product. The product is: [O:2]1[C:6]2[CH:7]=[CH:8][CH:9]=[C:10]([CH:11]3[CH2:16][CH2:15][N:14]([CH2:17][CH2:18][C@H:19]4[CH2:20][CH2:21][C@H:22]([NH:25][C:29](=[O:30])[CH2:28][C:26]#[N:27])[CH2:23][CH2:24]4)[CH2:13][CH2:12]3)[C:5]=2[O:4][CH2:3]1. (7) Given the reactants [Cl:1][C:2]1[CH:7]=[CH:6][C:5]([S:8]([O-:10])=[O:9])=[CH:4][CH:3]=1.[Na+].Br[CH2:13][C:14]1[CH:15]=[C:16]([CH:19]=[CH:20][CH:21]=1)[C:17]#[N:18], predict the reaction product. The product is: [Cl:1][C:2]1[CH:7]=[CH:6][C:5]([S:8]([CH2:13][C:14]2[CH:15]=[C:16]([CH:19]=[CH:20][CH:21]=2)[C:17]#[N:18])(=[O:10])=[O:9])=[CH:4][CH:3]=1. (8) The product is: [Cl:24][CH2:47][C:48]1[CH:56]=[CH:55][C:51]([C:52]([NH:13][C:12]2[CH:14]=[CH:15][C:16]([CH3:17])=[C:10]([C:7]3[N:8]=[N:9][C:4]([O:3][CH2:1][CH3:2])=[C:5]([N:18]4[CH2:19][CH2:20][O:21][CH2:22][CH2:23]4)[CH:6]=3)[CH:11]=2)=[O:53])=[CH:50][C:49]=1[C:57]([F:60])([F:59])[F:58]. Given the reactants [CH2:1]([O:3][C:4]1[N:9]=[N:8][C:7]([C:10]2[CH:11]=[C:12]([CH:14]=[CH:15][C:16]=2[CH3:17])[NH2:13])=[CH:6][C:5]=1[N:18]1[CH2:23][CH2:22][O:21][CH2:20][CH2:19]1)[CH3:2].[ClH:24].C(N=C=NCCCN(C)C)C.N1C2C(=NC=CC=2)N(O)N=1.Br[CH2:47][C:48]1[CH:56]=[CH:55][C:51]([C:52](O)=[O:53])=[CH:50][C:49]=1[C:57]([F:60])([F:59])[F:58], predict the reaction product. (9) Given the reactants [C:1]([O:5][C:6]([NH:8][CH2:9][CH:10]([CH2:37][NH:38][C:39]([O:41][C:42]([CH3:45])([CH3:44])[CH3:43])=[O:40])[CH2:11][C@H:12]([NH:17][C:18]([C:31]1[CH:36]=[CH:35][CH:34]=[CH:33][CH:32]=1)([C:25]1[CH:30]=[CH:29][CH:28]=[CH:27][CH:26]=1)[C:19]1[CH:24]=[CH:23][CH:22]=[CH:21][CH:20]=1)[C:13]([O:15]C)=[O:14])=[O:7])([CH3:4])([CH3:3])[CH3:2].[OH-].[Na+].O, predict the reaction product. The product is: [C:42]([O:41][C:39]([NH:38][CH2:37][CH:10]([CH2:9][NH:8][C:6]([O:5][C:1]([CH3:4])([CH3:3])[CH3:2])=[O:7])[CH2:11][C@H:12]([NH:17][C:18]([C:31]1[CH:32]=[CH:33][CH:34]=[CH:35][CH:36]=1)([C:19]1[CH:20]=[CH:21][CH:22]=[CH:23][CH:24]=1)[C:25]1[CH:26]=[CH:27][CH:28]=[CH:29][CH:30]=1)[C:13]([OH:15])=[O:14])=[O:40])([CH3:44])([CH3:45])[CH3:43]. (10) Given the reactants [Cl:1][C:2]1[CH:7]=[CH:6][CH:5]=[C:4]([Cl:8])[C:3]=1[NH:9][C:10]1[C:11]([CH2:15][C:16]([O-:18])=[O:17])=[CH:12][S:13][CH:14]=1.[Na+].[Br:20][CH2:21][CH2:22][CH2:23][CH2:24]Br, predict the reaction product. The product is: [Br:20][CH2:21][CH2:22][CH2:23][CH2:24][O:17][C:16](=[O:18])[CH2:15][C:11]1[C:10]([NH:9][C:3]2[C:4]([Cl:8])=[CH:5][CH:6]=[CH:7][C:2]=2[Cl:1])=[CH:14][S:13][CH:12]=1.